Dataset: Reaction yield outcomes from USPTO patents with 853,638 reactions. Task: Predict the reaction yield, written as a fraction of the theoretical maximum amount of product (1.0 means a 100% yield; for example, 0.34 means a 34% yield). (1) The reactants are C([Li])CCC.[O:6]1[CH:10]=[CH:9][N:8]=[CH:7]1.[CH3:11][O:12][C:13](=[O:28])[C:14]1[CH:26]=[C:25](I)[CH:24]=[C:16]([C:17]([N:19]([CH3:23])[CH2:20][CH2:21][CH3:22])=[O:18])[CH:15]=1. The catalyst is C1COCC1.C(OCC)C.[Cl-].[Zn+2].[Cl-].C1C=CC(/C=C/C(/C=C/C2C=CC=CC=2)=O)=CC=1.C1C=CC(/C=C/C(/C=C/C2C=CC=CC=2)=O)=CC=1.C1C=CC(/C=C/C(/C=C/C2C=CC=CC=2)=O)=CC=1.[Pd].[Pd]. The product is [CH3:11][O:12][C:13](=[O:28])[C:14]1[CH:26]=[C:25]([C:7]2[O:6][CH:10]=[CH:9][N:8]=2)[CH:24]=[C:16]([C:17]([N:19]([CH3:23])[CH2:20][CH2:21][CH3:22])=[O:18])[CH:15]=1. The yield is 0.820. (2) The reactants are [Cl:1][C:2]1[CH:3]=[C:4]([C:12](=O)[C:13]([F:16])([F:15])[F:14])[CH:5]=[C:6]([C:8]([F:11])([F:10])[F:9])[CH:7]=1.[NH2:18]CC1C=C(C=CC=1)CN.O. The catalyst is C1(C)C=CC=CC=1.CC1C=CC(S(O)(=O)=O)=CC=1.O. The product is [Cl:1][C:2]1[CH:3]=[C:4]([CH:12]([NH2:18])[C:13]([F:16])([F:15])[F:14])[CH:5]=[C:6]([C:8]([F:11])([F:10])[F:9])[CH:7]=1. The yield is 0.650. (3) The reactants are Cl.Cl.[NH:3]1[CH2:8][CH2:7][NH:6][CH2:5][C@H:4]1[C:9]([OH:11])=[O:10].[C:12](=[O:15])([O-:14])[O-].[Na+].[Na+].[CH3:18][C:19]([O:22][C:23](O[C:23]([O:22][C:19]([CH3:21])([CH3:20])[CH3:18])=[O:24])=[O:24])([CH3:21])[CH3:20]. The catalyst is O.O1CCCC1. The product is [C:19]([O:14][C:12]([N:3]1[CH2:8][CH2:7][N:6]([C:23]([O:22][C:19]([CH3:21])([CH3:18])[CH3:20])=[O:24])[CH2:5][C@H:4]1[C:9]([OH:11])=[O:10])=[O:15])([CH3:21])([CH3:20])[CH3:18]. The yield is 0.760. (4) The reactants are [ClH:1].[NH2:2][C:3]1[N:8]=[CH:7][C:6](/[CH:9]=[CH:10]/[C:11]([OH:13])=O)=[CH:5][C:4]=1[CH2:14][N:15]1[CH2:20][CH2:19][N:18]([CH3:21])[CH2:17][CH2:16]1.Cl.CN1CC2C=C(/C=C/C(O)=O)C=NC=2NC(=O)C1.[CH3:41][NH:42][CH2:43][C:44]1[S:48][C:47]2[CH:49]=[CH:50][CH:51]=[CH:52][C:46]=2[C:45]=1[CH3:53].CNCC1C=CC2C(=CC=CC=2)C=1CCC. No catalyst specified. The product is [ClH:1].[NH2:2][C:3]1[N:8]=[CH:7][C:6](/[CH:9]=[CH:10]/[C:11]([N:42]([CH3:41])[CH2:43][C:44]2[S:48][C:47]3[CH:49]=[CH:50][CH:51]=[CH:52][C:46]=3[C:45]=2[CH3:53])=[O:13])=[CH:5][C:4]=1[CH2:14][N:15]1[CH2:20][CH2:19][N:18]([CH3:21])[CH2:17][CH2:16]1. The yield is 0.460. (5) The reactants are N([O-])=O.[Na+].[Br:5][C:6]1[CH:12]=[C:11]([N+:13]([O-:15])=[O:14])[CH:10]=[C:9]([Br:16])[C:7]=1N. The yield is 0.410. The catalyst is OS(O)(=O)=O.CCOC(C)=O. The product is [Br:5][C:6]1[CH:12]=[C:11]([N+:13]([O-:15])=[O:14])[CH:10]=[C:9]([Br:16])[CH:7]=1. (6) The reactants are [NH2:1][C:2]1[N:6]([C:7]2[CH:15]=[CH:14][C:10]([C:11](O)=[O:12])=[CH:9][CH:8]=2)[N:5]=[C:4]([C:16]([CH3:19])([CH3:18])[CH3:17])[CH:3]=1.B.Cl. The catalyst is C1COCC1. The product is [NH2:1][C:2]1[N:6]([C:7]2[CH:15]=[CH:14][C:10]([CH2:11][OH:12])=[CH:9][CH:8]=2)[N:5]=[C:4]([C:16]([CH3:19])([CH3:18])[CH3:17])[CH:3]=1. The yield is 0.450. (7) The reactants are C[O-].[Na+].[CH3:4][O:5][C:6]1[CH:7]=[C:8]([C:12]23[C:21](=[O:22])[CH2:20][CH2:19][CH2:18][CH:17]2[CH:16]([CH3:23])[C:15]2([O:27][CH2:26][CH2:25][O:24]2)[CH2:14][CH2:13]3)[CH:9]=[CH:10][CH:11]=1.[CH:28](OCC)=[O:29]. The catalyst is C(OCC)(=O)C. The product is [OH:29]/[CH:28]=[C:20]1\[C:21](=[O:22])[C:12]2([C:8]3[CH:9]=[CH:10][CH:11]=[C:6]([O:5][CH3:4])[CH:7]=3)[CH:17]([CH2:18][CH2:19]\1)[CH:16]([CH3:23])[C:15]1([O:24][CH2:25][CH2:26][O:27]1)[CH2:14][CH2:13]2. The yield is 0.930. (8) The reactants are C(OC(=O)[NH:10][CH2:11][CH2:12][CH2:13][CH2:14][C:15]1[CH:20]=[CH:19][C:18]([O:21][CH2:22][C:23](=[O:27])[N:24]([CH3:26])[CH3:25])=[CH:17][CH:16]=1)C1C=CC=CC=1. The catalyst is C(O)C.[Pd]. The product is [NH2:10][CH2:11][CH2:12][CH2:13][CH2:14][C:15]1[CH:20]=[CH:19][C:18]([O:21][CH2:22][C:23]([N:24]([CH3:25])[CH3:26])=[O:27])=[CH:17][CH:16]=1. The yield is 0.600. (9) The reactants are [NH:1]1[C:9]2[C:4](=[CH:5][CH:6]=[CH:7][CH:8]=2)[C:3]([C@H:10]([CH3:30])[C@@H:11]([NH:15][C:16]([N:18]2[CH2:23][CH2:22][CH:21]([C:24]3[CH:29]=[CH:28][CH:27]=[CH:26][CH:25]=3)[CH2:20][CH2:19]2)=[O:17])[C:12](O)=[O:13])=[CH:2]1.[NH2:31][C:32]1[CH:40]=[C:39]([CH2:41][N:42]([CH3:44])[CH3:43])[CH:38]=[CH:37][C:33]=1[C:34]([NH2:36])=[O:35].F[P-](F)(F)(F)(F)F.N1(OC(N(C)C)=[N+](C)C)C2N=CC=CC=2N=N1.C(=O)([O-])O.[Na+]. The catalyst is CN(C=O)C.ClCCl. The product is [NH2:36][C:34]([C:33]1[CH:37]=[CH:38][C:39]([CH2:41][N:42]([CH3:43])[CH3:44])=[CH:40][C:32]=1[NH:31][C:12]([C@H:11]([NH:15][C:16]([N:18]1[CH2:19][CH2:20][CH:21]([C:24]2[CH:29]=[CH:28][CH:27]=[CH:26][CH:25]=2)[CH2:22][CH2:23]1)=[O:17])[C@H:10]([C:3]1[C:4]2[C:9](=[CH:8][CH:7]=[CH:6][CH:5]=2)[NH:1][CH:2]=1)[CH3:30])=[O:13])=[O:35]. The yield is 0.860.